This data is from Full USPTO retrosynthesis dataset with 1.9M reactions from patents (1976-2016). The task is: Predict the reactants needed to synthesize the given product. Given the product [N:20]1([C:23]2[CH:38]=[CH:37][CH:36]=[CH:35][C:24]=2[O:25][CH2:26][CH2:27][CH2:28][C:29]([O:31][CH2:32][CH3:33])=[O:30])[CH2:19][CH2:18][NH:17][CH2:22][CH2:21]1, predict the reactants needed to synthesize it. The reactants are: O=C1CCC2C(=CC(OCCCC[N:17]3[CH2:22][CH2:21][N:20]([C:23]4[CH:38]=[CH:37][CH:36]=[CH:35][C:24]=4[O:25][CH2:26][CH2:27][CH2:28][C:29]([O:31][CH:32](C)[CH3:33])=[O:30])[CH2:19][CH2:18]3)=CC=2)N1.FC(F)(F)C(O)=O.